Dataset: Catalyst prediction with 721,799 reactions and 888 catalyst types from USPTO. Task: Predict which catalyst facilitates the given reaction. (1) Reactant: [Cl:1][C:2]1[CH:22]=[CH:21][C:5]([CH2:6][N:7]([O:19][CH3:20])[C:8](=[O:18])[CH:9]=[C:10]2[C:14](=[O:15])[O:13][C:12](C)(C)[O:11]2)=[CH:4][CH:3]=1. Product: [CH3:12][O:13][C:14](=[O:15])[C:10]([OH:11])=[CH:9][C:8](=[O:18])[N:7]([CH2:6][C:5]1[CH:4]=[CH:3][C:2]([Cl:1])=[CH:22][CH:21]=1)[O:19][CH3:20]. The catalyst class is: 5. (2) Reactant: [N:1]([C:4]1[CH:5]=[N:6][CH:7]=[CH:8][C:9]=1[C:10]1[CH2:15][CH2:14][CH2:13][CH:12]([N:16]2[C:24](=[O:25])[C:23]3[C:18](=[CH:19][CH:20]=[CH:21][CH:22]=3)[C:17]2=[O:26])[CH:11]=1)=[N+]=[N-].P(C)(C)C.[C:31](=S)=[S:32]. Product: [N:1]([C:4]1[CH:5]=[N:6][CH:7]=[CH:8][C:9]=1[C:10]1[CH2:15][CH2:14][CH2:13][CH:12]([N:16]2[C:24](=[O:25])[C:23]3[C:18](=[CH:19][CH:20]=[CH:21][CH:22]=3)[C:17]2=[O:26])[CH:11]=1)=[C:31]=[S:32]. The catalyst class is: 1. (3) Reactant: FC(F)(F)C(O)=O.[OH:8][CH2:9][C:10]([CH3:40])([CH3:39])[CH2:11][CH2:12][CH2:13][CH2:14][CH2:15][CH2:16][CH2:17][N:18]1[CH2:38][CH2:37][C:21]2([O:26][CH2:25][CH2:24][N:23]([C:27]([C:29]3[N:30]=[C:31]([CH:34]([CH3:36])[CH3:35])[S:32][CH:33]=3)=[O:28])[CH2:22]2)[CH2:20][CH2:19]1.CC(OI1(OC(C)=O)(OC(C)=O)OC(=O)C2C=CC=CC1=2)=O. Product: [CH:34]([C:31]1[S:32][CH:33]=[C:29]([C:27]([N:23]2[CH2:22][C:21]3([CH2:37][CH2:38][N:18]([CH2:17][CH2:16][CH2:15][CH2:14][CH2:13][CH2:12][CH2:11][C:10]([CH3:40])([CH3:39])[CH:9]=[O:8])[CH2:19][CH2:20]3)[O:26][CH2:25][CH2:24]2)=[O:28])[N:30]=1)([CH3:36])[CH3:35]. The catalyst class is: 2.